This data is from Catalyst prediction with 721,799 reactions and 888 catalyst types from USPTO. The task is: Predict which catalyst facilitates the given reaction. (1) Reactant: [Cl:1][C:2]1[CH:3]=[C:4]([C@@H:12]([CH2:16][CH:17]2[CH2:21][CH2:20][CH2:19][CH2:18]2)[C:13]([OH:15])=O)[CH:5]=[CH:6][C:7]=1[S:8]([CH3:11])(=[O:10])=[O:9].C(Cl)(=O)C(Cl)=O.[O:28]1[CH2:32][CH2:31][O:30][CH:29]1[CH2:33][C:34]1[N:35]=[CH:36][C:37]([NH2:40])=[N:38][CH:39]=1.N1C=CC=CC=1. Product: [Cl:1][C:2]1[CH:3]=[C:4]([C@@H:12]([CH2:16][CH:17]2[CH2:21][CH2:20][CH2:19][CH2:18]2)[C:13]([NH:40][C:37]2[CH:36]=[N:35][C:34]([CH2:33][CH:29]3[O:30][CH2:31][CH2:32][O:28]3)=[CH:39][N:38]=2)=[O:15])[CH:5]=[CH:6][C:7]=1[S:8]([CH3:11])(=[O:9])=[O:10]. The catalyst class is: 306. (2) Reactant: [Cl:1][C:2]1[CH:23]=[CH:22][C:5]([CH2:6][NH:7][C:8]([C:10]2[N:11]=[N:12][C:13]3[C:18]([C:19]=2[OH:20])=[CH:17][C:16](I)=[CH:15][CH:14]=3)=[O:9])=[CH:4][CH:3]=1.CCN(CC)CC.[CH3:31][OH:32].Cl.CN([CH:37]=[O:38])C. Product: [Cl:1][C:2]1[CH:23]=[CH:22][C:5]([CH2:6][NH:7][C:8]([C:10]2[N:11]=[N:12][C:13]3[C:18]([C:19]=2[OH:20])=[CH:17][C:16]([C:31]([O:38][CH3:37])=[O:32])=[CH:15][CH:14]=3)=[O:9])=[CH:4][CH:3]=1. The catalyst class is: 235. (3) Reactant: C([O:4][CH2:5][CH2:6][N:7]([C:31]1[CH:36]=[CH:35][CH:34]=[C:33]([CH2:37][N:38]2[CH2:43][CH2:42][CH2:41][CH2:40][CH2:39]2)[CH:32]=1)[C:8](=[O:30])[CH2:9][CH2:10][N:11]1[CH2:15][CH2:14][N:13]([CH2:16][C:17]2[CH:22]=[C:21]([CH3:23])[CH:20]=[C:19]([CH3:24])[CH:18]=2)[C:12]1=[C:25]([C:28]#[N:29])[C:26]#[N:27])(=O)C.[OH-].[Li+].CO.C(=O)(O)[O-].[Na+]. Product: [OH:4][CH2:5][CH2:6][N:7]([C:31]1[CH:36]=[CH:35][CH:34]=[C:33]([CH2:37][N:38]2[CH2:43][CH2:42][CH2:41][CH2:40][CH2:39]2)[CH:32]=1)[C:8](=[O:30])[CH2:9][CH2:10][N:11]1[CH2:15][CH2:14][N:13]([CH2:16][C:17]2[CH:18]=[C:19]([CH3:24])[CH:20]=[C:21]([CH3:23])[CH:22]=2)[C:12]1=[C:25]([C:28]#[N:29])[C:26]#[N:27]. The catalyst class is: 7. (4) Reactant: Cl.[F:2][C:3]1([F:15])[CH2:7][NH:6][C@@H:5]([CH2:8][CH2:9][CH2:10][CH2:11][C:12]([OH:14])=[O:13])[CH2:4]1.Br[CH2:17][C:18]1[NH:23][C:22]([C:24]2[S:25][CH:26]=[CH:27][N:28]=2)=[N:21][C@@H:20]([C:29]2[CH:34]=[CH:33][C:32]([F:35])=[CH:31][C:30]=2[Cl:36])[C:19]=1[C:37]([O:39][CH3:40])=[O:38].C(=O)([O-])[O-].[K+].[K+]. Product: [Cl:36][C:30]1[CH:31]=[C:32]([F:35])[CH:33]=[CH:34][C:29]=1[C@@H:20]1[N:21]=[C:22]([C:24]2[S:25][CH:26]=[CH:27][N:28]=2)[NH:23][C:18]([CH2:17][N:6]2[CH2:7][C:3]([F:2])([F:15])[CH2:4][C@@H:5]2[CH2:8][CH2:9][CH2:10][CH2:11][C:12]([OH:14])=[O:13])=[C:19]1[C:37]([O:39][CH3:40])=[O:38]. The catalyst class is: 8. (5) Reactant: [NH2:1][C:2]1[CH:3]=[N:4][CH:5]=[CH:6][C:7]=1[CH3:8].[C:9](=O)([O:12]C)[O:10][CH3:11].C(OCC)(=O)C. Product: [CH3:11][O:10][C:9](=[O:12])[NH:1][C:2]1[CH:3]=[N:4][CH:5]=[CH:6][C:7]=1[CH3:8]. The catalyst class is: 194. (6) Reactant: [C@H:1]([NH:5][C:6]1[C:7]([C:20]2[CH:25]=[CH:24][CH:23]=[CH:22][CH:21]=2)=[N:8][C:9]2[C:14]([N:15]=1)=[CH:13][C:12]([C:16]([O:18]C)=[O:17])=[CH:11][CH:10]=2)([CH2:3][CH3:4])[CH3:2].[H-].[Na+].[CH3:28]I. Product: [C@H:1]([N:5]([CH3:28])[C:6]1[C:7]([C:20]2[CH:25]=[CH:24][CH:23]=[CH:22][CH:21]=2)=[N:8][C:9]2[C:14]([N:15]=1)=[CH:13][C:12]([C:16]([OH:18])=[O:17])=[CH:11][CH:10]=2)([CH2:3][CH3:4])[CH3:2]. The catalyst class is: 7. (7) The catalyst class is: 10. Product: [CH3:1][NH:2][C:3]([C:5]1[CH:14]=[CH:13][C:12]2[C:7](=[C:8]([C:24]3[CH:23]=[CH:22][C:21]4[N:17]([CH3:16])[S:18](=[O:35])(=[O:36])[CH2:19][C:20]=4[CH:25]=3)[CH:9]=[N:10][CH:11]=2)[N:6]=1)=[O:4]. Reactant: [CH3:1][NH:2][C:3]([C:5]1[CH:14]=[CH:13][C:12]2[C:7](=[C:8](Br)[CH:9]=[N:10][CH:11]=2)[N:6]=1)=[O:4].[CH3:16][N:17]1[C:21]2[CH:22]=[CH:23][C:24](B3OC(C)(C)C(C)(C)O3)=[CH:25][C:20]=2[CH2:19][S:18]1(=[O:36])=[O:35].C(=O)([O-])[O-].[Na+].[Na+]. (8) Reactant: [C:1]([O:5][C:6]([N:8]1[CH2:11][C:10]2([CH2:14][CH:13]([NH:15][C:16]3[C:21]([C:22]4[CH:23]=[N:24][N:25]([CH3:27])[CH:26]=4)=[CH:20][N:19]=[C:18](Cl)[N:17]=3)[CH2:12]2)[CH2:9]1)=[O:7])([CH3:4])([CH3:3])[CH3:2].[CH3:29][N:30]1[CH:34]=[C:33]([C:35]2[CH:40]=[CH:39][CH:38]=[C:37](B3OC(C)(C)C(C)(C)O3)[CH:36]=2)[CH:32]=[N:31]1.C(Cl)Cl.C(=O)([O-])[O-].[Cs+].[Cs+]. Product: [C:1]([O:5][C:6]([N:8]1[CH2:11][C:10]2([CH2:14][CH:13]([NH:15][C:16]3[C:21]([C:22]4[CH:23]=[N:24][N:25]([CH3:27])[CH:26]=4)=[CH:20][N:19]=[C:18]([C:39]4[CH:38]=[CH:37][CH:36]=[C:35]([C:33]5[CH:32]=[N:31][N:30]([CH3:29])[CH:34]=5)[CH:40]=4)[N:17]=3)[CH2:12]2)[CH2:9]1)=[O:7])([CH3:4])([CH3:3])[CH3:2]. The catalyst class is: 117.